From a dataset of Reaction yield outcomes from USPTO patents with 853,638 reactions. Predict the reaction yield, written as a fraction of the theoretical maximum amount of product (1.0 means a 100% yield; for example, 0.34 means a 34% yield). The reactants are [C:1]([O:5][C:6]([NH:8][C@@H:9]([CH3:16])[C:10]([N:12]([O:14][CH3:15])[CH3:13])=[O:11])=[O:7])([CH3:4])([CH3:3])[CH3:2].C(N[C@@H](C(O)=O)C)(OC(C)(C)C)=O. No catalyst specified. The product is [C:1]([O:5][C:6]([NH:8][C@H:9]([CH3:16])[C:10]([N:12]([O:14][CH3:15])[CH3:13])=[O:11])=[O:7])([CH3:4])([CH3:3])[CH3:2]. The yield is 0.880.